From a dataset of Full USPTO retrosynthesis dataset with 1.9M reactions from patents (1976-2016). Predict the reactants needed to synthesize the given product. (1) Given the product [CH2:17]([O:21][C:11]1[CH:12]=[CH:13][C:8]([C:6]([C:5]2[CH:14]=[CH:15][C:2]([F:1])=[CH:3][CH:4]=2)=[O:7])=[CH:9][CH:10]=1)[CH2:18][C:19]#[CH:20], predict the reactants needed to synthesize it. The reactants are: [F:1][C:2]1[CH:15]=[CH:14][C:5]([C:6]([C:8]2[CH:13]=[CH:12][CH:11]=[CH:10][CH:9]=2)=[O:7])=[C:4](O)[CH:3]=1.[CH2:17]([O:21]S(C1C=CC(C)=CC=1)(=O)=O)[CH2:18][C:19]#[CH:20]. (2) Given the product [CH2:16]([O:9][C:6]1[CH:7]=[CH:8][C:3]([C:1]#[N:2])=[CH:4][CH:5]=1)[C:17]1[CH:22]=[CH:21][CH:20]=[CH:19][CH:18]=1, predict the reactants needed to synthesize it. The reactants are: [C:1]([C:3]1[CH:8]=[CH:7][C:6]([OH:9])=[CH:5][CH:4]=1)#[N:2].C(=O)([O-])[O-].[K+].[K+].[CH2:16](Br)[C:17]1[CH:22]=[CH:21][CH:20]=[CH:19][CH:18]=1.Cl. (3) Given the product [Cl:1][C:2]1[CH:3]=[CH:4][C:5]([O:10][CH:14]2[CH2:15][CH2:16][O:11][CH2:12][CH2:13]2)=[C:6]([CH:9]=1)[CH:7]=[O:8], predict the reactants needed to synthesize it. The reactants are: [Cl:1][C:2]1[CH:9]=[C:6]([CH:7]=[O:8])[C:5]([OH:10])=[CH:4][CH:3]=1.[O:11]1[CH2:16][CH2:15][CH:14](OS(C)(=O)=O)[CH2:13][CH2:12]1.C([O-])([O-])=O.[K+].[K+]. (4) Given the product [NH2:17][CH:7]([CH:1]1[CH2:6][CH2:5][CH2:4][CH2:3][CH2:2]1)[CH2:8][NH:9][C:10](=[O:16])[O:11][C:12]([CH3:15])([CH3:13])[CH3:14], predict the reactants needed to synthesize it. The reactants are: [CH:1]1([CH:7]([N:17]2C(=O)C3C(=CC=CC=3)C2=O)[CH2:8][NH:9][C:10](=[O:16])[O:11][C:12]([CH3:15])([CH3:14])[CH3:13])[CH2:6][CH2:5][CH2:4][CH2:3][CH2:2]1.NN. (5) Given the product [F:12][C:8]1[CH:7]=[C:6]2[C:11]([C:2]([N:32]3[C:30]4[C:29](=[CH:28][CH:27]=[C:26]([N:20]5[CH2:25][CH2:24][O:23][CH2:22][CH2:21]5)[CH:31]=4)[C:34]4([CH2:39][CH2:38][S:37](=[O:40])(=[O:41])[CH2:36][CH2:35]4)[CH2:33]3)=[C:3]([CH3:19])[C:4]([C:13]3[CH:18]=[CH:17][CH:16]=[CH:15][N:14]=3)=[N:5]2)=[CH:10][CH:9]=1, predict the reactants needed to synthesize it. The reactants are: Cl[C:2]1[C:11]2[C:6](=[CH:7][C:8]([F:12])=[CH:9][CH:10]=2)[N:5]=[C:4]([C:13]2[CH:18]=[CH:17][CH:16]=[CH:15][N:14]=2)[C:3]=1[CH3:19].[N:20]1([C:26]2[CH:31]=[C:30]3[NH:32][CH2:33][C:34]4([CH2:39][CH2:38][S:37](=[O:41])(=[O:40])[CH2:36][CH2:35]4)[C:29]3=[CH:28][CH:27]=2)[CH2:25][CH2:24][O:23][CH2:22][CH2:21]1.CC(C)([O-])C.[Na+]. (6) The reactants are: Br[C:2]1[CH:7]=[C:6]([CH2:8][CH2:9][CH3:10])[C:5]([Br:11])=[CH:4][N:3]=1.C(=O)([O-])O.[Na+].[CH3:17][N:18](C)C=O. Given the product [Br:11][C:5]1[C:6]([CH2:8][CH2:9][CH3:10])=[CH:7][C:2]([C:17]#[N:18])=[N:3][CH:4]=1, predict the reactants needed to synthesize it. (7) Given the product [NH2:19][C:12]1[C:13]2[C:18](=[CH:17][CH:16]=[CH:15][CH:14]=2)[C:9]([O:8][C:6]2[CH:5]=[CH:4][N:3]=[C:2]([NH:38][C:34]3[CH:33]=[C:32]([O:31][CH2:30][CH2:29][N:28]([CH3:39])[CH3:27])[CH:37]=[CH:36][N:35]=3)[N:7]=2)=[CH:10][CH:11]=1, predict the reactants needed to synthesize it. The reactants are: Cl[C:2]1[N:7]=[C:6]([O:8][C:9]2[C:18]3[C:13](=[CH:14][CH:15]=[CH:16][CH:17]=3)[C:12]([NH:19]C(=O)OC(C)(C)C)=[CH:11][CH:10]=2)[CH:5]=[CH:4][N:3]=1.[CH3:27][N:28]([CH3:39])[CH2:29][CH2:30][O:31][C:32]1[CH:37]=[CH:36][N:35]=[C:34]([NH2:38])[CH:33]=1.C(=O)([O-])[O-].[Cs+].[Cs+].C1C=CC(P(C2C(C3C(P(C4C=CC=CC=4)C4C=CC=CC=4)=CC=C4C=3C=CC=C4)=C3C(C=CC=C3)=CC=2)C2C=CC=CC=2)=CC=1.C(O)(C(F)(F)F)=O.